This data is from Forward reaction prediction with 1.9M reactions from USPTO patents (1976-2016). The task is: Predict the product of the given reaction. Given the reactants N#N.[Li]CCCC.[O:8]1[CH:12]=[CH:11][CH:10]=[C:9]1[C:13]1([CH3:18])[O:17][CH2:16][CH2:15][O:14]1.CN([CH:22]=[O:23])C, predict the reaction product. The product is: [CH3:18][C:13]1([C:9]2[O:8][C:12]([CH:22]=[O:23])=[CH:11][CH:10]=2)[O:14][CH2:15][CH2:16][O:17]1.